This data is from Full USPTO retrosynthesis dataset with 1.9M reactions from patents (1976-2016). The task is: Predict the reactants needed to synthesize the given product. (1) Given the product [CH2:5]([N:7]([CH2:8][CH3:9])[C:32](=[O:34])[CH2:31][C:29]1[CH:28]=[CH:27][CH:26]=[C:25]([NH:24][S:21]([N:12]2[CH2:13][CH2:14][C:15]3[CH:20]=[CH:19][CH:18]=[CH:17][C:16]=3[CH2:10][CH2:11]2)(=[O:22])=[O:23])[N:30]=1)[CH3:6], predict the reactants needed to synthesize it. The reactants are: [Cl-].C[Al+]C.[CH2:5]([NH:7][CH2:8][CH3:9])[CH3:6].[CH2:10]1[C:16]2[CH:17]=[CH:18][CH:19]=[CH:20][C:15]=2[CH2:14][CH2:13][N:12]([S:21]([NH:24][C:25]2[N:30]=[C:29]([CH2:31][C:32]([O:34]CC)=O)[CH:28]=[CH:27][CH:26]=2)(=[O:23])=[O:22])[CH2:11]1. (2) Given the product [CH2:19]([N:21]1[CH2:26][CH2:25][N:24]([C:27]2[N:28]=[C:29]([C:36]3[CH:41]=[CH:40][C:39]([O:42][CH2:43][CH2:44][OH:45])=[C:38]([Cl:49])[CH:37]=3)[CH:30]=[C:31]3[CH:35]=[CH:34][S:33][C:32]=23)[CH2:23][CH2:22]1)[CH3:20], predict the reactants needed to synthesize it. The reactants are: C(N1CCN(C2N=C(Br)C=C3C=CSC=23)CC1)C.[CH2:19]([N:21]1[CH2:26][CH2:25][N:24]([C:27]2[N:28]=[C:29]([C:36]3[CH:41]=[CH:40][C:39]([O:42][CH2:43][CH2:44][O:45]C(=O)C)=[C:38]([Cl:49])[CH:37]=3)[CH:30]=[C:31]3[CH:35]=[CH:34][S:33][C:32]=23)[CH2:23][CH2:22]1)[CH3:20].Cl. (3) Given the product [F:1][C:2]1[CH:7]=[CH:6][CH:5]=[C:4]([F:8])[C:3]=1[C:13]1[CH:14]=[C:15]2[C:19]3=[C:20]([CH2:22][S:23][CH2:24][CH2:25][N:18]3[C@H:17]3[CH2:26][CH2:27][NH:28][CH2:29][C@@H:16]23)[CH:21]=1, predict the reactants needed to synthesize it. The reactants are: [F:1][C:2]1[CH:7]=[CH:6][CH:5]=[C:4]([F:8])[C:3]=1B(O)O.Br[C:13]1[CH:14]=[C:15]2[C:19]3=[C:20]([CH2:22][S:23][CH2:24][CH2:25][N:18]3[C@H:17]3[CH2:26][CH2:27][N:28](C(OC(C)(C)C)=O)[CH2:29][C@@H:16]23)[CH:21]=1. (4) Given the product [CH3:1][C:2]1[C:6]([CH3:7])=[C:5]([NH:8][C:18](=[O:19])[O:20][C:21]2[CH:26]=[CH:25][CH:24]=[CH:23][CH:22]=2)[N:4]([C:9]2[CH:14]=[CH:13][CH:12]=[CH:11][CH:10]=2)[N:3]=1, predict the reactants needed to synthesize it. The reactants are: [CH3:1][C:2]1[C:6]([CH3:7])=[C:5]([NH2:8])[N:4]([C:9]2[CH:14]=[CH:13][CH:12]=[CH:11][CH:10]=2)[N:3]=1.[OH-].[Na+].Cl[C:18]([O:20][C:21]1[CH:26]=[CH:25][CH:24]=[CH:23][CH:22]=1)=[O:19]. (5) The reactants are: Cl[C:2]1[C:11]2=[N:12][N:13](CC3C=CC(OC)=CC=3)[CH:14]=[C:10]2[C:9]2[CH:8]=[C:7]([O:24][CH3:25])[CH:6]=[CH:5][C:4]=2[N:3]=1.[NH:26]1[C:34]2[C:29](=[CH:30][C:31]([NH2:35])=[CH:32][CH:33]=2)[CH:28]=[CH:27]1.Cl. Given the product [NH:26]1[C:34]2[C:29](=[CH:30][C:31]([NH:35][C:2]3[C:11]4[NH:12][N:13]=[CH:14][C:10]=4[C:9]4[CH:8]=[C:7]([O:24][CH3:25])[CH:6]=[CH:5][C:4]=4[N:3]=3)=[CH:32][CH:33]=2)[CH:28]=[CH:27]1, predict the reactants needed to synthesize it. (6) Given the product [NH2:35][C:32]([CH3:34])([CH3:33])[C:31]([NH:30][C@H:10]([CH2:9][O:8][CH2:1][C:2]1[CH:7]=[CH:6][CH:5]=[CH:4][CH:3]=1)[C:11]([N:13]1[CH2:29][CH2:28][CH2:27][C:15]2([C:18](=[O:19])[N:17]([CH3:20])[CH:16]2[C:21]2[CH:26]=[CH:25][CH:24]=[CH:23][CH:22]=2)[CH2:14]1)=[O:12])=[O:43], predict the reactants needed to synthesize it. The reactants are: [CH2:1]([O:8][CH2:9][C@@H:10]([NH:30][C:31](=[O:43])[C:32]([NH:35]C(=O)OC(C)(C)C)([CH3:34])[CH3:33])[C:11]([N:13]1[CH2:29][CH2:28][CH2:27][C:15]2([C:18](=[O:19])[N:17]([CH3:20])[CH:16]2[C:21]2[CH:26]=[CH:25][CH:24]=[CH:23][CH:22]=2)[CH2:14]1)=[O:12])[C:2]1[CH:7]=[CH:6][CH:5]=[CH:4][CH:3]=1.C(O)(C(F)(F)F)=O.CO.